Dataset: Catalyst prediction with 721,799 reactions and 888 catalyst types from USPTO. Task: Predict which catalyst facilitates the given reaction. Reactant: [Cl:1][C:2]1[N:3]=[CH:4][C:5]([C:8](OC)=[O:9])=[N:6][CH:7]=1.[H-].C([Al+]CC(C)C)C(C)C.CCCCCC.[Cl-].[NH4+]. Product: [Cl:1][C:2]1[N:3]=[CH:4][C:5]([CH:8]=[O:9])=[N:6][CH:7]=1. The catalyst class is: 7.